Dataset: Full USPTO retrosynthesis dataset with 1.9M reactions from patents (1976-2016). Task: Predict the reactants needed to synthesize the given product. (1) Given the product [C:36]1([CH:35]([SH+:42][C:43]2[CH:48]=[CH:47][CH:46]=[CH:45][CH:44]=2)[C:29]2[CH:34]=[CH:33][CH:32]=[CH:31][CH:30]=2)[CH:37]=[CH:38][CH:39]=[CH:40][CH:41]=1.[F:19][C:13]([F:18])([S:14]([OH:17])(=[O:16])=[O:15])[CH2:12][O:11][C:9](=[S:10])[CH2:8][C:2]1[CH:7]=[CH:6][CH:5]=[CH:4][CH:3]=1, predict the reactants needed to synthesize it. The reactants are: [Na+].[C:2]1([CH2:8][C:9]([O:11][CH2:12][C:13]([F:19])([F:18])[S:14]([O-:17])(=[O:16])=[O:15])=[S:10])[CH:7]=[CH:6][CH:5]=[CH:4][CH:3]=1.[Na].FC(F)(F)S([O-])(=O)=O.[C:29]1([CH:35]([SH+:42][C:43]2[CH:48]=[CH:47][CH:46]=[CH:45][CH:44]=2)[C:36]2[CH:41]=[CH:40][CH:39]=[CH:38][CH:37]=2)[CH:34]=[CH:33][CH:32]=[CH:31][CH:30]=1. (2) Given the product [NH2:1][C:2]1[N:10]=[C:9]([O:11][CH2:12][CH2:13][CH2:14][CH3:15])[N:8]=[C:7]2[C:3]=1[NH:4][C:5](=[O:42])[N:6]2[CH2:16][CH2:17][CH2:18][CH2:19][N:20]([CH2:35][CH2:36][N:37]1[CH2:41][CH2:40][CH2:39][CH2:38]1)[S:21]([C:24]1[CH:25]=[C:26]([CH2:30][C:31]([OH:33])=[O:32])[CH:27]=[CH:28][CH:29]=1)(=[O:22])=[O:23], predict the reactants needed to synthesize it. The reactants are: [NH2:1][C:2]1[N:10]=[C:9]([O:11][CH2:12][CH2:13][CH2:14][CH3:15])[N:8]=[C:7]2[C:3]=1[NH:4][C:5](=[O:42])[N:6]2[CH2:16][CH2:17][CH2:18][CH2:19][N:20]([CH2:35][CH2:36][N:37]1[CH2:41][CH2:40][CH2:39][CH2:38]1)[S:21]([C:24]1[CH:25]=[C:26]([CH2:30][C:31]([O:33]C)=[O:32])[CH:27]=[CH:28][CH:29]=1)(=[O:23])=[O:22].[OH-].[Li+].O1CCCC1.